From a dataset of Forward reaction prediction with 1.9M reactions from USPTO patents (1976-2016). Predict the product of the given reaction. (1) Given the reactants Br[C:2]1[CH:7]=[CH:6][N:5]=[C:4]2[NH:8][C:9]([C:11]3[CH:12]=[N:13][N:14]([CH3:16])[CH:15]=3)=[N:10][C:3]=12.CC1(C)C(C)(C)OB([C:25]2[CH:30]=[CH:29][C:28]([C:31]3([NH:34][C:35]([C:37]4[O:38][C:39]([C:42]([CH3:45])([CH3:44])[CH3:43])=[N:40][N:41]=4)=[O:36])[CH2:33][CH2:32]3)=[CH:27][CH:26]=2)O1.P([O-])([O-])([O-])=O.[K+].[K+].[K+].C([O-])(=O)C.[Na+].C(#N)C, predict the reaction product. The product is: [CH3:16][N:14]1[CH:15]=[C:11]([C:9]2[NH:8][C:4]3=[N:5][CH:6]=[CH:7][C:2]([C:25]4[CH:26]=[CH:27][C:28]([C:31]5([NH:34][C:35]([C:37]6[O:38][C:39]([C:42]([CH3:45])([CH3:44])[CH3:43])=[N:40][N:41]=6)=[O:36])[CH2:33][CH2:32]5)=[CH:29][CH:30]=4)=[C:3]3[N:10]=2)[CH:12]=[N:13]1. (2) Given the reactants [OH:1][C:2]1[CH:12]=[CH:11][C:5]2[O:6][CH2:7][C:8](=[O:10])[NH:9][C:4]=2[CH:3]=1.C([N:20]1[CH2:25][CH2:24][CH:23](O)[CH2:22][CH2:21]1)(OC(C)(C)C)=O.C1(P(C2C=CC=CC=2)C2C=CC=CC=2)C=CC=CC=1.CC(OC(/N=N/C(OC(C)C)=O)=O)C.[ClH:60], predict the reaction product. The product is: [ClH:60].[NH:20]1[CH2:25][CH2:24][CH:23]([O:1][C:2]2[CH:12]=[CH:11][C:5]3[O:6][CH2:7][C:8](=[O:10])[NH:9][C:4]=3[CH:3]=2)[CH2:22][CH2:21]1. (3) Given the reactants Cl.C[O:3][C:4]([CH3:24])([CH3:23])[CH2:5][CH2:6][CH2:7][CH:8]([C:10]1[S:14][C:13]([NH:15][C:16](=[O:22])[C@@H:17]([NH2:21])[CH2:18][CH2:19][CH3:20])=[N:12][CH:11]=1)[CH3:9].[CH3:25][CH2:26][C:27](=O)[CH2:28][CH2:29][CH2:30][CH3:31].S([O-])([O-])(=O)=O.[Na+].[Na+].C([BH3-])#N.[Na+], predict the reaction product. The product is: [OH:3][C:4]([CH3:24])([CH3:23])[CH2:5][CH2:6][CH2:7][CH:8]([C:10]1[S:14][C:13]([NH:15][C:16](=[O:22])[C@@H:17]([NH:21][CH:28]([CH2:29][CH2:30][CH3:31])[CH2:27][CH2:26][CH3:25])[CH2:18][CH2:19][CH3:20])=[N:12][CH:11]=1)[CH3:9]. (4) Given the reactants [CH2:1]([N:8]1[C:13](=O)[CH2:12][CH2:11][C@@:10]2([OH:29])[C@@H:15]([CH3:28])[O:16][C@@H:17]([C:19]3[CH:24]=[CH:23][N:22]=[CH:21][C:20]=3[N+:25]([O-])=O)[CH2:18][C@@H:9]12)[C:2]1[CH:7]=[CH:6][CH:5]=[CH:4][CH:3]=1.B.C1COCC1, predict the reaction product. The product is: [NH2:25][C:20]1[CH:21]=[N:22][CH:23]=[CH:24][C:19]=1[C@@H:17]1[O:16][C@H:15]([CH3:28])[C@@:10]2([OH:29])[C@H:9]([N:8]([CH2:1][C:2]3[CH:3]=[CH:4][CH:5]=[CH:6][CH:7]=3)[CH2:13][CH2:12][CH2:11]2)[CH2:18]1. (5) Given the reactants [NH2:1][CH:2]([C:4]1[N:5]=[C:6]2[S:19][CH:18]=[CH:17][N:7]2[C:8](=[O:16])[C:9]=1[C:10]1[CH:15]=[CH:14][CH:13]=[CH:12][CH:11]=1)[CH3:3].Br[C:21]1[N:29]=[CH:28][N:27]=[C:26]2[C:22]=1[N:23]=[CH:24][NH:25]2.C(N(CC)C(C)C)(C)C, predict the reaction product. The product is: [C:10]1([C:9]2[C:8](=[O:16])[N:7]3[CH:17]=[CH:18][S:19][C:6]3=[N:5][C:4]=2[CH:2]([NH:1][C:21]2[N:29]=[CH:28][N:27]=[C:26]3[C:22]=2[N:23]=[CH:24][NH:25]3)[CH3:3])[CH:15]=[CH:14][CH:13]=[CH:12][CH:11]=1. (6) Given the reactants [Cl:1][C:2]1[CH:7]=[CH:6][C:5]([CH:8]2[CH2:13][C:12](=[O:14])[NH:11][C:10]([CH3:15])=C2C(O)=O)=[CH:4][CH:3]=1.[H-].[Na+].I[CH3:22].C[CH2:24][O:25][C:26]([CH3:28])=[O:27], predict the reaction product. The product is: [Cl:1][C:2]1[CH:3]=[CH:4][C:5]([CH:8]2[CH2:13][C:12](=[O:14])[N:11]([CH3:22])[C:10]([CH3:15])=[C:28]2[C:26]([O:25][CH3:24])=[O:27])=[CH:6][CH:7]=1. (7) Given the reactants Cl.[OH:2][C:3]1[N:8]=[CH:7][CH:6]=[CH:5][N:4]=1.[I-].C[N+]1C=CN([C:16](=[O:25])[N:17]([CH3:24])[C:18]2[CH:23]=[CH:22][CH:21]=[CH:20][CH:19]=2)C=1.C(N(CC)CC)C, predict the reaction product. The product is: [N:4]1[CH:5]=[CH:6][CH:7]=[N:8][C:3]=1[O:2][C:16](=[O:25])[N:17]([CH3:24])[C:18]1[CH:23]=[CH:22][CH:21]=[CH:20][CH:19]=1. (8) Given the reactants [CH2:1]([N:3]1[C:7](=[NH:8])/[C:6](=[CH:9]/[C:10]2[CH:15]=[CH:14][C:13]([O:16]CC3C=CC(OC)=CC=3)=[C:12]([O:26][CH3:27])[CH:11]=2)/[NH:5][C:4]1=[O:28])[CH3:2], predict the reaction product. The product is: [CH2:1]([N:3]1[C:7](=[NH:8])/[C:6](=[CH:9]/[C:10]2[CH:15]=[CH:14][C:13]([OH:16])=[C:12]([O:26][CH3:27])[CH:11]=2)/[NH:5][C:4]1=[O:28])[CH3:2]. (9) Given the reactants [Br:1][C:2]1[CH:3]=[C:4]([CH:8]=[CH:9][C:10]=1[CH3:11])[C:5]([OH:7])=[O:6].[Br:12]N1C(=O)CCC1=O.N(C(C)(C)C#N)=NC(C)(C)C#N.C(O)(=O)CC(CC(O)=O)(C(O)=O)O, predict the reaction product. The product is: [Br:1][C:2]1[CH:3]=[C:4]([CH:8]=[CH:9][C:10]=1[CH2:11][Br:12])[C:5]([OH:7])=[O:6].